Dataset: Reaction yield outcomes from USPTO patents with 853,638 reactions. Task: Predict the reaction yield, written as a fraction of the theoretical maximum amount of product (1.0 means a 100% yield; for example, 0.34 means a 34% yield). (1) The reactants are [NH2:1][C:2]1[CH:7]=[CH:6][C:5]([OH:8])=[C:4]([Cl:9])[CH:3]=1.[F:10][C:11]1[CH:12]=[C:13]([CH:16]=[CH:17][CH:18]=1)[CH2:14]O. No catalyst specified. The product is [Cl:9][C:4]1[CH:3]=[C:2]([NH2:1])[CH:7]=[CH:6][C:5]=1[O:8][CH2:14][C:13]1[CH:16]=[CH:17][CH:18]=[C:11]([F:10])[CH:12]=1. The yield is 0.780. (2) The reactants are [O-]CC.[Na+].[O:5]1[C:9]2[CH:10]=[CH:11][CH:12]=[CH:13][C:8]=2[CH:7]=[C:6]1[CH2:14][O:15][C:16]1[CH:21]=[CH:20][C:19]([CH2:22][OH:23])=[CH:18][CH:17]=1.[N:24]([C:27]1[CH:36]=[C:35]2[C:30]([C:31]([CH3:38])=[CH:32][C:33](=[O:37])[O:34]2)=[CH:29][CH:28]=1)=[C:25]=[O:26]. The catalyst is CN(C=O)C. The product is [CH3:38][C:31]1[C:30]2[C:35](=[CH:36][C:27]([NH:24][C:25](=[O:26])[O:23][CH2:22][C:19]3[CH:20]=[CH:21][C:16]([O:15][CH2:14][C:6]4[O:5][C:9]5[CH:10]=[CH:11][CH:12]=[CH:13][C:8]=5[CH:7]=4)=[CH:17][CH:18]=3)=[CH:28][CH:29]=2)[O:34][C:33](=[O:37])[CH:32]=1. The yield is 0.0800.